From a dataset of Full USPTO retrosynthesis dataset with 1.9M reactions from patents (1976-2016). Predict the reactants needed to synthesize the given product. (1) Given the product [Br:14][C:4]1[CH:5]=[CH:6][C:7]([CH:8]=[O:9])=[C:2]([Cl:1])[C:3]=1[OH:13], predict the reactants needed to synthesize it. The reactants are: [Cl:1][C:2]1[C:7]([CH:8](OC)[O:9]C)=[CH:6][CH:5]=[CH:4][C:3]=1[OH:13].[Br:14]Br.S([O-])(O)=O.[Na+]. (2) The reactants are: [C:1]([C:5]1[N:9]([CH2:10][CH:11]2[CH2:16][CH2:15][C:14]([F:18])([F:17])[CH2:13][CH2:12]2)[C:8]2[CH:19]=[CH:20][C:21]([S:23](Cl)(=[O:25])=[O:24])=[CH:22][C:7]=2[N:6]=1)([CH3:4])([CH3:3])[CH3:2].C(N(CC)C(C)C)(C)C.Cl.[NH:37]1[CH2:41][CH2:40][C@@H:39]([OH:42])[CH2:38]1. Given the product [C:1]([C:5]1[N:9]([CH2:10][CH:11]2[CH2:16][CH2:15][C:14]([F:18])([F:17])[CH2:13][CH2:12]2)[C:8]2[CH:19]=[CH:20][C:21]([S:23]([N:37]3[CH2:41][CH2:40][C@@H:39]([OH:42])[CH2:38]3)(=[O:25])=[O:24])=[CH:22][C:7]=2[N:6]=1)([CH3:4])([CH3:3])[CH3:2], predict the reactants needed to synthesize it.